Dataset: NCI-60 drug combinations with 297,098 pairs across 59 cell lines. Task: Regression. Given two drug SMILES strings and cell line genomic features, predict the synergy score measuring deviation from expected non-interaction effect. (1) Drug 1: CS(=O)(=O)CCNCC1=CC=C(O1)C2=CC3=C(C=C2)N=CN=C3NC4=CC(=C(C=C4)OCC5=CC(=CC=C5)F)Cl. Drug 2: C(CCl)NC(=O)N(CCCl)N=O. Cell line: HS 578T. Synergy scores: CSS=17.9, Synergy_ZIP=-5.78, Synergy_Bliss=-5.91, Synergy_Loewe=-4.27, Synergy_HSA=-2.34. (2) Drug 1: CC1C(C(CC(O1)OC2CC(CC3=C2C(=C4C(=C3O)C(=O)C5=C(C4=O)C(=CC=C5)OC)O)(C(=O)CO)O)N)O.Cl. Drug 2: CN(CC1=CN=C2C(=N1)C(=NC(=N2)N)N)C3=CC=C(C=C3)C(=O)NC(CCC(=O)O)C(=O)O. Cell line: SK-OV-3. Synergy scores: CSS=11.4, Synergy_ZIP=-7.28, Synergy_Bliss=-6.21, Synergy_Loewe=-15.6, Synergy_HSA=-5.28. (3) Drug 1: CC12CCC(CC1=CCC3C2CCC4(C3CC=C4C5=CN=CC=C5)C)O. Drug 2: CC=C1C(=O)NC(C(=O)OC2CC(=O)NC(C(=O)NC(CSSCCC=C2)C(=O)N1)C(C)C)C(C)C. Cell line: EKVX. Synergy scores: CSS=45.9, Synergy_ZIP=17.5, Synergy_Bliss=16.1, Synergy_Loewe=-18.0, Synergy_HSA=15.4. (4) Drug 1: C1=CC(=C2C(=C1NCCNCCO)C(=O)C3=C(C=CC(=C3C2=O)O)O)NCCNCCO. Drug 2: C1=CC(=CC=C1CCCC(=O)O)N(CCCl)CCCl. Cell line: SNB-75. Synergy scores: CSS=55.9, Synergy_ZIP=-0.886, Synergy_Bliss=1.71, Synergy_Loewe=-18.7, Synergy_HSA=4.27. (5) Drug 1: CC12CCC(CC1=CCC3C2CCC4(C3CC=C4C5=CN=CC=C5)C)O. Drug 2: C1=NNC2=C1C(=O)NC=N2. Cell line: U251. Synergy scores: CSS=6.76, Synergy_ZIP=-3.51, Synergy_Bliss=-3.58, Synergy_Loewe=-2.83, Synergy_HSA=-2.25. (6) Drug 1: CCN(CC)CCCC(C)NC1=C2C=C(C=CC2=NC3=C1C=CC(=C3)Cl)OC. Drug 2: COC1=C2C(=CC3=C1OC=C3)C=CC(=O)O2. Cell line: CCRF-CEM. Synergy scores: CSS=59.4, Synergy_ZIP=0.223, Synergy_Bliss=-3.70, Synergy_Loewe=-15.5, Synergy_HSA=-5.38. (7) Drug 1: COC1=C(C=C2C(=C1)N=CN=C2NC3=CC(=C(C=C3)F)Cl)OCCCN4CCOCC4. Drug 2: CC1=CC=C(C=C1)C2=CC(=NN2C3=CC=C(C=C3)S(=O)(=O)N)C(F)(F)F. Cell line: DU-145. Synergy scores: CSS=35.7, Synergy_ZIP=0.0900, Synergy_Bliss=0.0598, Synergy_Loewe=-0.297, Synergy_HSA=2.19. (8) Drug 1: C1=CC(=CC=C1CCC2=CNC3=C2C(=O)NC(=N3)N)C(=O)NC(CCC(=O)O)C(=O)O. Drug 2: CC(C)CN1C=NC2=C1C3=CC=CC=C3N=C2N. Cell line: NCI-H322M. Synergy scores: CSS=25.4, Synergy_ZIP=15.4, Synergy_Bliss=16.4, Synergy_Loewe=10.5, Synergy_HSA=13.0. (9) Drug 1: CCC1=CC2CC(C3=C(CN(C2)C1)C4=CC=CC=C4N3)(C5=C(C=C6C(=C5)C78CCN9C7C(C=CC9)(C(C(C8N6C)(C(=O)OC)O)OC(=O)C)CC)OC)C(=O)OC. Drug 2: B(C(CC(C)C)NC(=O)C(CC1=CC=CC=C1)NC(=O)C2=NC=CN=C2)(O)O. Cell line: HCT116. Synergy scores: CSS=53.5, Synergy_ZIP=1.19, Synergy_Bliss=-0.517, Synergy_Loewe=-3.63, Synergy_HSA=0.575.